Dataset: Forward reaction prediction with 1.9M reactions from USPTO patents (1976-2016). Task: Predict the product of the given reaction. (1) Given the reactants Cl[CH2:2][CH:3]1[CH2:8][CH2:7][NH:6][CH2:5][CH2:4]1.[Cl:9][C:10]1[CH:15]=[CH:14][C:13]([C@@H:16]2[C@:18]3([C:26]4[C:21](=[CH:22][CH:23]=[CH:24][CH:25]=4)[NH:20][C:19]3=[O:27])[CH2:17]2)=[CH:12][CH:11]=1, predict the reaction product. The product is: [Cl:9][C:10]1[CH:11]=[CH:12][C:13]([C@H:16]2[C@@:18]3([C:26]4[C:21](=[CH:22][CH:23]=[CH:24][CH:25]=4)[N:20]([CH2:2][CH:3]4[CH2:8][CH2:7][NH:6][CH2:5][CH2:4]4)[C:19]3=[O:27])[CH2:17]2)=[CH:14][CH:15]=1. (2) Given the reactants [Cl:1][C:2]1[C:7]([N+:8]([O-:10])=[O:9])=[CH:6][CH:5]=[CH:4][C:3]=1[NH:11]C(=O)OC(C)(C)C.[BrH:19], predict the reaction product. The product is: [BrH:19].[Cl:1][C:2]1[C:7]([N+:8]([O-:10])=[O:9])=[CH:6][CH:5]=[CH:4][C:3]=1[NH2:11]. (3) Given the reactants C1(P(C2C=CC=CC=2)C2C=CC=CC=2)C=CC=CC=1.[CH:20]#[C:21][CH2:22][CH2:23][CH2:24][CH2:25][CH2:26][CH3:27].[CH3:28][SiH:29]([CH3:36])[C:30]1[CH:35]=[CH:34][CH:33]=[CH:32][N:31]=1.Cl, predict the reaction product. The product is: [CH3:28][Si:29]([CH3:36])([CH:20]=[CH:21][CH2:22][CH2:23][CH2:24][CH2:25][CH2:26][CH3:27])[C:30]1[CH:35]=[CH:34][CH:33]=[CH:32][N:31]=1. (4) Given the reactants [N+:1]([C:4]1[CH:11]=[C:10]([N:12]2[CH2:16][CH2:15][CH2:14][CH2:13]2)[CH:9]=[CH:8][C:5]=1[C:6]#[N:7])([O-:3])=[O:2].P12(SP3(SP(SP(S3)(S1)=S)(=S)S2)=S)=[S:18], predict the reaction product. The product is: [N+:1]([C:4]1[CH:11]=[C:10]([N:12]2[CH2:16][CH2:15][CH2:14][CH2:13]2)[CH:9]=[CH:8][C:5]=1[C:6](=[S:18])[NH2:7])([O-:3])=[O:2]. (5) Given the reactants [NH2:1][C:2]1[CH:3]=[C:4]([OH:10])[CH:5]=[C:6]([CH3:9])[C:7]=1[NH2:8].[F:11][C:12]([F:17])([F:16])[C:13](O)=O.[OH-].[Na+], predict the reaction product. The product is: [CH3:9][C:6]1[C:7]2[NH:8][C:13]([C:12]([F:17])([F:16])[F:11])=[N:1][C:2]=2[CH:3]=[C:4]([OH:10])[CH:5]=1. (6) The product is: [CH2:1]([N:3]([S:9]([C:12]1[CH:17]=[CH:16][C:15]([F:18])=[CH:14][CH:13]=1)(=[O:11])=[O:10])[C:4](=[CH2:8])[C:5]([NH:42][CH2:41][C:39]1[CH:38]=[C:37]([C:43]2[CH:44]=[CH:45][C:46]([C:49]([F:52])([F:50])[F:51])=[CH:47][CH:48]=2)[N:36]=[C:35]([N:30]2[CH2:31][CH2:32][CH2:33][CH2:34]2)[CH:40]=1)=[O:7])[CH3:2]. Given the reactants [CH2:1]([N:3]([S:9]([C:12]1[CH:17]=[CH:16][C:15]([F:18])=[CH:14][CH:13]=1)(=[O:11])=[O:10])[C:4](=[CH2:8])[C:5]([OH:7])=O)[CH3:2].CCOC(OC(OCC)=O)=O.[N:30]1([C:35]2[CH:40]=[C:39]([CH2:41][NH2:42])[CH:38]=[C:37]([C:43]3[CH:48]=[CH:47][C:46]([C:49]([F:52])([F:51])[F:50])=[CH:45][CH:44]=3)[N:36]=2)[CH2:34][CH2:33][CH2:32][CH2:31]1, predict the reaction product. (7) Given the reactants [CH:1]1([CH2:4][O:5][C:6]2[N:11]=[C:10]([C:12]([OH:14])=O)[CH:9]=[CH:8][C:7]=2[N:15]2[CH2:18][C:17]([F:20])([F:19])[CH2:16]2)[CH2:3][CH2:2]1.Cl.[CH2:22]1[C:24]2([CH2:28][CH2:27][NH:26][CH:25]2[C:29]([NH2:31])=[O:30])[CH2:23]1.Cl.C1C2(CC(C(N)=O)NC2)C1, predict the reaction product. The product is: [CH:1]1([CH2:4][O:5][C:6]2[N:11]=[C:10]([C:12]([N:26]3[CH2:27][CH2:28][C:24]4([CH2:22][CH2:23]4)[CH:25]3[C:29]([NH2:31])=[O:30])=[O:14])[CH:9]=[CH:8][C:7]=2[N:15]2[CH2:18][C:17]([F:20])([F:19])[CH2:16]2)[CH2:2][CH2:3]1.